From a dataset of Peptide-MHC class I binding affinity with 185,985 pairs from IEDB/IMGT. Regression. Given a peptide amino acid sequence and an MHC pseudo amino acid sequence, predict their binding affinity value. This is MHC class I binding data. (1) The peptide sequence is RRRWRRLTV. The MHC is HLA-A03:01 with pseudo-sequence HLA-A03:01. The binding affinity (normalized) is 0. (2) The binding affinity (normalized) is 0.258. The MHC is HLA-A68:02 with pseudo-sequence HLA-A68:02. The peptide sequence is LLFLLLADA. (3) The peptide sequence is QSLYSNGNA. The MHC is Mamu-A02 with pseudo-sequence Mamu-A02. The binding affinity (normalized) is 0.240.